This data is from Forward reaction prediction with 1.9M reactions from USPTO patents (1976-2016). The task is: Predict the product of the given reaction. (1) Given the reactants [CH2:1]([O:8][C:9]1[C:18]([CH:19]=[O:20])=[CH:17][CH:16]=[C:15]2[C:10]=1[CH:11]=[CH:12][CH:13]=[N:14]2)[C:2]1[CH:7]=[CH:6][CH:5]=[CH:4][CH:3]=1.[BH4-].[Na+], predict the reaction product. The product is: [CH2:1]([O:8][C:9]1[C:18]([CH2:19][OH:20])=[CH:17][CH:16]=[C:15]2[C:10]=1[CH:11]=[CH:12][CH:13]=[N:14]2)[C:2]1[CH:7]=[CH:6][CH:5]=[CH:4][CH:3]=1. (2) Given the reactants [CH3:1][O:2][C:3]1[C:13]([C:14]([F:17])([F:16])[F:15])=[CH:12][C:6]2[NH:7][C:8](=[O:11])[CH2:9][O:10][C:5]=2[CH:4]=1.[H-].[Na+].Br[CH2:21][C:22]([O:24][CH2:25][CH3:26])=[O:23].FC(F)(F)C(O)=O, predict the reaction product. The product is: [CH2:25]([O:24][C:22](=[O:23])[CH2:21][N:7]1[C:6]2[CH:12]=[C:13]([C:14]([F:17])([F:15])[F:16])[C:3]([O:2][CH3:1])=[CH:4][C:5]=2[O:10][CH2:9][C:8]1=[O:11])[CH3:26]. (3) Given the reactants Br[C:2]1[CH:11]=[CH:10][C:9]2[N:8]=[CH:7][C:6]3[N:12]([CH3:23])[C:13](=[O:22])[N:14]([C:15]4[C:16]([CH3:21])=[N:17][N:18]([CH3:20])[CH:19]=4)[C:5]=3[C:4]=2[CH:3]=1.[N:24]1[C:33]2[C:28](=[CH:29][CH:30]=[CH:31][CH:32]=2)[CH:27]=[C:26](B(O)O)[CH:25]=1, predict the reaction product. The product is: [CH3:20][N:18]1[CH:19]=[C:15]([N:14]2[C:5]3[C:4]4[CH:3]=[C:2]([C:26]5[CH:25]=[N:24][C:33]6[C:28]([CH:27]=5)=[CH:29][CH:30]=[CH:31][CH:32]=6)[CH:11]=[CH:10][C:9]=4[N:8]=[CH:7][C:6]=3[N:12]([CH3:23])[C:13]2=[O:22])[C:16]([CH3:21])=[N:17]1. (4) Given the reactants [N:1]1[CH:6]=[CH:5][C:4]([C:7]([NH2:9])=O)=[CH:3][CH:2]=1.C1([C:13]2[N:17](C)[C:16]([CH:19]=[O:20])=[CH:15]N=2)CC1, predict the reaction product. The product is: [CH3:13][N:17]1[C:16]([CH:19]=[O:20])=[CH:15][N:9]=[C:7]1[C:4]1[CH:5]=[CH:6][N:1]=[CH:2][CH:3]=1. (5) The product is: [N:1]1([C:3]2[CH:12]=[CH:11][CH:10]=[C:9]3[C:4]=2[CH:5]=[CH:6][N:7]=[CH:8]3)[CH:17]=[CH:16][CH:15]=[N:2]1. Given the reactants [NH:1]([C:3]1[CH:12]=[CH:11][CH:10]=[C:9]2[C:4]=1[CH:5]=[CH:6][N:7]=[CH:8]2)[NH2:2].CO[CH:15](OC)[CH2:16][CH:17](OC)OC, predict the reaction product.